The task is: Predict the reaction yield, written as a fraction of the theoretical maximum amount of product (1.0 means a 100% yield; for example, 0.34 means a 34% yield).. This data is from Reaction yield outcomes from USPTO patents with 853,638 reactions. The reactants are [CH3:1][P:2](=[O:7])([CH:5]=[CH2:6])[CH:3]=[CH2:4].[CH2:8]([NH2:15])[C:9]1[CH:14]=[CH:13][CH:12]=[CH:11][CH:10]=1. The catalyst is C1COCC1.O. The product is [CH2:8]([N:15]1[CH2:6][CH2:5][P:2](=[O:7])([CH3:1])[CH2:3][CH2:4]1)[C:9]1[CH:14]=[CH:13][CH:12]=[CH:11][CH:10]=1. The yield is 0.700.